This data is from Forward reaction prediction with 1.9M reactions from USPTO patents (1976-2016). The task is: Predict the product of the given reaction. (1) Given the reactants [F:1][C:2]1[CH:10]=[C:9]([N+:11]([O-:13])=[O:12])[C:8](F)=[CH:7][C:3]=1[C:4]([OH:6])=[O:5].[CH3:15][OH:16], predict the reaction product. The product is: [F:1][C:2]1[CH:10]=[C:9]([N+:11]([O-:13])=[O:12])[C:8]([O:16][CH3:15])=[CH:7][C:3]=1[C:4]([OH:6])=[O:5]. (2) Given the reactants [Cl:1][C:2]1[CH:7]=[CH:6][C:5]([C:8]2[C:17]3[C:12](=[CH:13][CH:14]=[CH:15][CH:16]=3)[C:11]([NH:18][C:19]3[CH:24]=[CH:23][C:22]([O:25][C:26]4[CH:31]=[CH:30][N:29]=[C:28]([NH:32][CH2:33][CH2:34]SC)[CH:27]=4)=[CH:21][CH:20]=3)=[N:10][N:9]=2)=[CH:4][CH:3]=1.O[O:38][S:39]([O-:41])=O.[K+].[CH3:43]O.O, predict the reaction product. The product is: [Cl:1][C:2]1[CH:7]=[CH:6][C:5]([C:8]2[C:17]3[C:12](=[CH:13][CH:14]=[CH:15][CH:16]=3)[C:11]([NH:18][C:19]3[CH:20]=[CH:21][C:22]([O:25][C:26]4[CH:31]=[CH:30][N:29]=[C:28]([NH:32][CH2:33][CH2:34][S:39]([CH3:43])(=[O:41])=[O:38])[CH:27]=4)=[CH:23][CH:24]=3)=[N:10][N:9]=2)=[CH:4][CH:3]=1. (3) Given the reactants [N:1]1[CH:6]=[CH:5][CH:4]=[CH:3][C:2]=1[C:7]1[C:15]2[C:14](O)=[N:13][CH:12]=[N:11][C:10]=2[S:9][CH:8]=1.P(Cl)(Cl)([Cl:19])=O, predict the reaction product. The product is: [Cl:19][C:14]1[C:15]2[C:7]([C:2]3[CH:3]=[CH:4][CH:5]=[CH:6][N:1]=3)=[CH:8][S:9][C:10]=2[N:11]=[CH:12][N:13]=1. (4) Given the reactants [Br:1][C:2]1[C:3]([C:10]([OH:12])=O)=[N:4][C:5]([S:8][CH3:9])=[N:6][CH:7]=1.C(Cl)(=O)C(Cl)=O.C(N(CC)CC)C.[CH2:26]([N:28]([CH2:39][CH3:40])[C:29]([S:31][C:32]1[CH:33]=[N:34][CH:35]=[CH:36][C:37]=1[NH2:38])=[S:30])[CH3:27], predict the reaction product. The product is: [CH2:39]([N:28]([CH2:26][CH3:27])[C:29]([S:31][C:32]1[CH:33]=[N:34][CH:35]=[CH:36][C:37]=1[NH:38][C:10]([C:3]1[N:4]=[C:5]([S:8][CH3:9])[N:6]=[CH:7][C:2]=1[Br:1])=[O:12])=[S:30])[CH3:40]. (5) Given the reactants [F:1][C:2]1[CH:7]=[C:6]([O:8][CH2:9][C:10]2[CH:11]=[C:12]([C:16]3[C:21]([CH3:22])=[CH:20][C:19]([OH:23])=[CH:18][C:17]=3[CH3:24])[CH:13]=[CH:14][CH:15]=2)[CH:5]=[CH:4][C:3]=1[CH2:25][CH2:26][C:27]([O:29][CH2:30][CH3:31])=[O:28].[CH3:32][S:33](Cl)(=[O:35])=[O:34].O, predict the reaction product. The product is: [CH3:22][C:21]1[CH:20]=[C:19]([O:23][S:33]([CH3:32])(=[O:35])=[O:34])[CH:18]=[C:17]([CH3:24])[C:16]=1[C:12]1[CH:13]=[CH:14][CH:15]=[C:10]([CH2:9][O:8][C:6]2[CH:5]=[CH:4][C:3]([CH2:25][CH2:26][C:27]([O:29][CH2:30][CH3:31])=[O:28])=[C:2]([F:1])[CH:7]=2)[CH:11]=1. (6) Given the reactants [F:1][C:2]([F:25])([C:18]1[CH:23]=[CH:22][C:21]([F:24])=[CH:20][N:19]=1)[CH2:3][N:4]1[CH2:9][CH2:8][CH:7]([NH:10]C(=O)OC(C)(C)C)[CH2:6][CH2:5]1.C(O)(C(F)(F)F)=O, predict the reaction product. The product is: [F:25][C:2]([F:1])([C:18]1[CH:23]=[CH:22][C:21]([F:24])=[CH:20][N:19]=1)[CH2:3][N:4]1[CH2:5][CH2:6][CH:7]([NH2:10])[CH2:8][CH2:9]1.